Dataset: NCI-60 drug combinations with 297,098 pairs across 59 cell lines. Task: Regression. Given two drug SMILES strings and cell line genomic features, predict the synergy score measuring deviation from expected non-interaction effect. Drug 1: CC1OCC2C(O1)C(C(C(O2)OC3C4COC(=O)C4C(C5=CC6=C(C=C35)OCO6)C7=CC(=C(C(=C7)OC)O)OC)O)O. Drug 2: CC1=C(C=C(C=C1)C(=O)NC2=CC(=CC(=C2)C(F)(F)F)N3C=C(N=C3)C)NC4=NC=CC(=N4)C5=CN=CC=C5. Cell line: PC-3. Synergy scores: CSS=18.6, Synergy_ZIP=-6.02, Synergy_Bliss=-4.82, Synergy_Loewe=-2.65, Synergy_HSA=-3.24.